Dataset: Forward reaction prediction with 1.9M reactions from USPTO patents (1976-2016). Task: Predict the product of the given reaction. (1) Given the reactants [O:1]=[C:2]1[NH:7][C:6](=[O:8])[C:5]([C:9]2[N:14]=[C:13]([C:15]#[N:16])[CH:12]=[CH:11][CH:10]=2)=[CH:4][N:3]1[CH2:17][CH2:18][CH2:19][N:20]1[CH2:25][C@H:24]2[C@:22]([C:26]3[CH:31]=[CH:30][C:29]([C:32]([F:35])([F:34])[F:33])=[CH:28][CH:27]=3)([CH2:23]2)[CH2:21]1.[ClH:36], predict the reaction product. The product is: [ClH:36].[ClH:36].[O:1]=[C:2]1[NH:7][C:6](=[O:8])[C:5]([C:9]2[N:14]=[C:13]([C:15]#[N:16])[CH:12]=[CH:11][CH:10]=2)=[CH:4][N:3]1[CH2:17][CH2:18][CH2:19][N:20]1[CH2:25][C@H:24]2[C@:22]([C:26]3[CH:27]=[CH:28][C:29]([C:32]([F:34])([F:35])[F:33])=[CH:30][CH:31]=3)([CH2:23]2)[CH2:21]1. (2) Given the reactants [Cl:1][C:2]1[CH:7]=[CH:6][C:5]([C:8]2[CH:12]=[CH:11][NH:10][N:9]=2)=[CH:4][C:3]=1[CH2:13][NH2:14].C([C:22]1[NH:23][CH:24]=CN=1)(C1NC=CN=1)=O.CN.C1C[O:32]CC1, predict the reaction product. The product is: [Cl:1][C:2]1[CH:7]=[CH:6][C:5]([C:8]2[CH:12]=[CH:11][NH:10][N:9]=2)=[CH:4][C:3]=1[CH2:13][NH:14][C:24]([NH:23][CH3:22])=[O:32]. (3) Given the reactants [Cl:1][C:2]1[CH:7]=[CH:6][CH:5]=[CH:4][C:3]=1[C:8]1[N:17]=[C:16]([N:18]2[CH2:23][CH2:22][NH:21][CH2:20][CH2:19]2)[C:15]2[C:10](=[CH:11][CH:12]=[CH:13][CH:14]=2)[N:9]=1.CC(C1C=C(C(C)C)C(C2C=CC=CC=2P(C2CCCCC2)C2CCCCC2)=C(C(C)C)C=1)C.CC(C)([O-])C.[Na+].Br[C:65]1[S:66][CH:67]=[CH:68][N:69]=1, predict the reaction product. The product is: [Cl:1][C:2]1[CH:7]=[CH:6][CH:5]=[CH:4][C:3]=1[C:8]1[N:17]=[C:16]([N:18]2[CH2:23][CH2:22][N:21]([C:65]3[S:66][CH:67]=[CH:68][N:69]=3)[CH2:20][CH2:19]2)[C:15]2[C:10](=[CH:11][CH:12]=[CH:13][CH:14]=2)[N:9]=1. (4) Given the reactants [Cl:1][C:2]1[CH:3]=[C:4]([NH2:9])[CH:5]=[CH:6][C:7]=1[CH3:8].[F:10][C:11]([F:23])([F:22])[C:12]1[CH:17]=[CH:16][C:15]([CH2:18][C:19](O)=O)=[CH:14][CH:13]=1, predict the reaction product. The product is: [Cl:1][C:2]1[CH:3]=[C:4]([NH:9][CH2:19][CH2:18][C:15]2[CH:14]=[CH:13][C:12]([C:11]([F:10])([F:22])[F:23])=[CH:17][CH:16]=2)[CH:5]=[CH:6][C:7]=1[CH3:8].